Dataset: Reaction yield outcomes from USPTO patents with 853,638 reactions. Task: Predict the reaction yield, written as a fraction of the theoretical maximum amount of product (1.0 means a 100% yield; for example, 0.34 means a 34% yield). (1) The reactants are [Si:1]([O:8][C:9]1[CH:14]=[CH:13][C:12]([C:15]2[C:16]([NH2:35])=[N:17][CH:18]=[C:19]([C:21]3[CH:26]=[CH:25][C:24]([O:27][Si:28]([C:31]([CH3:34])([CH3:33])[CH3:32])([CH3:30])[CH3:29])=[CH:23][CH:22]=3)[N:20]=2)=[CH:11][CH:10]=1)([C:4]([CH3:7])([CH3:6])[CH3:5])([CH3:3])[CH3:2].[Si:36]([O:43][C:44]1[CH:49]=[CH:48][C:47]([CH2:50][C:51](Cl)=[O:52])=[CH:46][CH:45]=1)([C:39]([CH3:42])([CH3:41])[CH3:40])([CH3:38])[CH3:37].O. The catalyst is CN(C)C1C=CN=CC=1.N1C=CC=CC=1. The product is [Si:1]([O:8][C:9]1[CH:10]=[CH:11][C:12]([C:15]2[C:16]([NH:35][C:51](=[O:52])[CH2:50][C:47]3[CH:46]=[CH:45][C:44]([O:43][Si:36]([C:39]([CH3:41])([CH3:40])[CH3:42])([CH3:37])[CH3:38])=[CH:49][CH:48]=3)=[N:17][CH:18]=[C:19]([C:21]3[CH:22]=[CH:23][C:24]([O:27][Si:28]([C:31]([CH3:34])([CH3:33])[CH3:32])([CH3:29])[CH3:30])=[CH:25][CH:26]=3)[N:20]=2)=[CH:13][CH:14]=1)([C:4]([CH3:7])([CH3:5])[CH3:6])([CH3:3])[CH3:2]. The yield is 0.811. (2) The reactants are C[O:2][C:3]1[CH:21]=[CH:20][C:6]2[CH:7]3[C:14]4([CH2:15][CH2:16][C:5]=2[CH:4]=1)[CH:10]([CH2:11][N:12]([C:17](=[O:19])[CH3:18])[CH2:13]4)[CH2:9][CH2:8]3.[Cl-].[Al+3].[Cl-].[Cl-]. The catalyst is C(S)C. The product is [OH:2][C:3]1[CH:21]=[CH:20][C:6]2[CH:7]3[C:14]4([CH2:15][CH2:16][C:5]=2[CH:4]=1)[CH:10]([CH2:11][N:12]([C:17](=[O:19])[CH3:18])[CH2:13]4)[CH2:9][CH2:8]3. The yield is 0.883. (3) The reactants are [CH2:1]([N:8]1[C@@H:13]2[C@H:14]([S:16]([C:19]3[CH:24]=[CH:23][CH:22]=[CH:21][CH:20]=3)(=[O:18])=[O:17])[CH2:15][C@@:9]1([C:44]1[CH:49]=[CH:48][CH:47]=[CH:46][CH:45]=1)[C@@:10](/[CH:26]=[C:27](/[C:29]1[CH:34]=[C:33]([O:35][C:36]([F:39])([F:38])[F:37])[CH:32]=[CH:31][C:30]=1[O:40][CH:41]1[CH2:43][CH2:42]1)\I)([OH:25])[CH2:11][CH2:12]2)[C:2]1[CH:7]=[CH:6][CH:5]=[CH:4][CH:3]=1.C1(P(C2C=CC=CC=2)CCCCP(C2C=CC=CC=2)C2C=CC=CC=2)C=CC=CC=1.C(N(C(C)C)C(C)C)C.[O:89]1CCC[CH2:90]1. The catalyst is C(OCC)(=O)C.C1C=CC(/C=C/C(/C=C/C2C=CC=CC=2)=O)=CC=1.C1C=CC(/C=C/C(/C=C/C2C=CC=CC=2)=O)=CC=1.C1C=CC(/C=C/C(/C=C/C2C=CC=CC=2)=O)=CC=1.[Pd].[Pd]. The product is [CH2:1]([N:8]1[C@H:13]2[CH2:12][CH2:11][C@@:10]3([CH:26]=[C:27]([C:29]4[CH:34]=[C:33]([O:35][C:36]([F:38])([F:39])[F:37])[CH:32]=[CH:31][C:30]=4[O:40][CH:41]4[CH2:42][CH2:43]4)[C:90](=[O:89])[O:25]3)[C@:9]1([C:44]1[CH:45]=[CH:46][CH:47]=[CH:48][CH:49]=1)[CH2:15][C@H:14]2[S:16]([C:19]1[CH:20]=[CH:21][CH:22]=[CH:23][CH:24]=1)(=[O:17])=[O:18])[C:2]1[CH:7]=[CH:6][CH:5]=[CH:4][CH:3]=1. The yield is 0.580. (4) The reactants are [CH:1]([C:3]1[S:7][C:6]([N:8]2[CH2:12][CH2:11][CH2:10][C@H:9]2[C:13]([OH:15])=O)=[N:5][CH:4]=1)=[O:2].[NH2:16][C@@H:17]([CH3:38])[C:18]([NH:20][C@@H:21]([CH3:37])[C:22]([NH:24][C@@H:25]([CH2:29][C:30]1[CH:35]=[CH:34][C:33]([OH:36])=[CH:32][CH:31]=1)[C:26]([NH2:28])=[O:27])=[O:23])=[O:19].C(O)(C(F)(F)F)=O.ON1C2N=CC=CC=2N=N1.C(Cl)CCl.CN1CCOCC1. The catalyst is CN(C=O)C.CO. The product is [NH2:28][C:26](=[O:27])[C@@H:25]([NH:24][C:22](=[O:23])[C@@H:21]([NH:20][C:18](=[O:19])[C@@H:17]([NH:16][C:13]([C@@H:9]1[CH2:10][CH2:11][CH2:12][N:8]1[C:6]1[S:7][C:3]([CH:1]=[O:2])=[CH:4][N:5]=1)=[O:15])[CH3:38])[CH3:37])[CH2:29][C:30]1[CH:35]=[CH:34][C:33]([OH:36])=[CH:32][CH:31]=1. The yield is 0.630. (5) The reactants are [CH2:1]([O:3][C:4](=[O:20])[C:5]1[CH:10]=[CH:9][C:8]([O:11][C:12]2[CH:17]=[CH:16][C:15]([CH:18]=O)=[CH:14][CH:13]=2)=[N:7][CH:6]=1)[CH3:2].COC(OC)OC.[CH2:28]([NH2:36])[CH2:29][C:30]1[CH:35]=[CH:34][CH:33]=[CH:32][CH:31]=1.[BH4-].[Na+]. The catalyst is CO. The product is [CH2:1]([O:3][C:4](=[O:20])[C:5]1[CH:10]=[CH:9][C:8]([O:11][C:12]2[CH:17]=[CH:16][C:15]([CH2:18][NH:36][CH2:28][CH2:29][C:30]3[CH:35]=[CH:34][CH:33]=[CH:32][CH:31]=3)=[CH:14][CH:13]=2)=[N:7][CH:6]=1)[CH3:2]. The yield is 0.990. (6) The product is [S:1]1[C:5]2[CH:6]=[CH:7][CH:8]=[CH:9][C:4]=2[C:3]([CH:10]([NH:17][C:18]2[CH:26]=[CH:25][C:21]([C:22]([NH:34][CH2:33][CH2:32][C:31]([OH:30])=[O:35])=[O:23])=[CH:20][CH:19]=2)[CH:11]2[CH2:12][CH2:13][CH2:14][CH2:15][CH2:16]2)=[CH:2]1. The reactants are [S:1]1[C:5]2[CH:6]=[CH:7][CH:8]=[CH:9][C:4]=2[C:3]([CH:10]([NH:17][C:18]2[CH:26]=[CH:25][C:21]([C:22](O)=[O:23])=[CH:20][CH:19]=2)[CH:11]2[CH2:16][CH2:15][CH2:14][CH2:13][CH2:12]2)=[CH:2]1.Cl.C([O:30][C:31](=[O:35])[CH2:32][CH2:33][NH2:34])C.ON1C2C=CC=CC=2N=N1.Cl.C(N=C=NCCCN(C)C)C.Cl.[OH-].[Na+]. The yield is 0.670. The catalyst is C(O)C.O1CCCC1.CN(C)C=O.C(N(CC)CC)C. (7) The reactants are [OH-].[K+].[C:3]([C:6]1[N:11]=[C:10]([C:12]2[CH:17]=[CH:16][C:15]([C:18]3[CH:23]=[CH:22][C:21]([CH2:24][C:25]([NH:27][CH2:28][C:29]([O:31]C)=[O:30])=[O:26])=[CH:20][C:19]=3[Cl:33])=[CH:14][CH:13]=2)[C:9]([CH3:34])=[N:8][C:7]=1[CH3:35])(=[O:5])[NH2:4].Cl. The catalyst is C(O)(C)(C)C. The product is [C:3]([C:6]1[N:11]=[C:10]([C:12]2[CH:17]=[CH:16][C:15]([C:18]3[CH:23]=[CH:22][C:21]([CH2:24][C:25]([NH:27][CH2:28][C:29]([OH:31])=[O:30])=[O:26])=[CH:20][C:19]=3[Cl:33])=[CH:14][CH:13]=2)[C:9]([CH3:34])=[N:8][C:7]=1[CH3:35])(=[O:5])[NH2:4]. The yield is 0.199. (8) The reactants are O1[C:5]2([CH2:10][CH2:9][CH:8]([N:11]3[C:16](=[O:17])[C:15]([CH2:18][C:19]4[CH:24]=[CH:23][C:22]([C:25]5[C:26]([C:31]#[N:32])=[CH:27][CH:28]=[CH:29][CH:30]=5)=[CH:21][CH:20]=4)=[C:14]([CH2:33][CH2:34][CH3:35])[N:13]4[N:36]=[C:37]([CH3:39])[N:38]=[C:12]34)[CH2:7][CH2:6]2)[O:4]CC1.Cl.O1CCCC1. The catalyst is C(OCC)(=O)C. The product is [CH3:39][C:37]1[N:38]=[C:12]2[N:11]([CH:8]3[CH2:7][CH2:6][C:5](=[O:4])[CH2:10][CH2:9]3)[C:16](=[O:17])[C:15]([CH2:18][C:19]3[CH:20]=[CH:21][C:22]([C:25]4[C:26]([C:31]#[N:32])=[CH:27][CH:28]=[CH:29][CH:30]=4)=[CH:23][CH:24]=3)=[C:14]([CH2:33][CH2:34][CH3:35])[N:13]2[N:36]=1. The yield is 0.800. (9) The reactants are [NH2:1][C:2]1[C:3]([NH:11][C@H:12]2[CH2:17][CH2:16][C@H:15]([CH2:18][C:19]#[N:20])[CH2:14][CH2:13]2)=[C:4]2[S:10][CH:9]=[CH:8][C:5]2=[N:6][CH:7]=1.C(O[C:24](OCC)(OCC)[CH2:25][CH3:26])C. The catalyst is C(O)(=O)C.CO. The product is [CH2:25]([C:26]1[N:11]([C@H:12]2[CH2:13][CH2:14][C@H:15]([CH2:18][C:19]#[N:20])[CH2:16][CH2:17]2)[C:3]2=[C:4]3[S:10][CH:9]=[CH:8][C:5]3=[N:6][CH:7]=[C:2]2[N:1]=1)[CH3:24]. The yield is 0.570.